The task is: Predict which catalyst facilitates the given reaction.. This data is from Catalyst prediction with 721,799 reactions and 888 catalyst types from USPTO. Reactant: [CH3:1][O:2][CH:3]([O:23][CH3:24])[C:4]1[N:13]=[C:12]2[C:7]([CH2:8][CH2:9][CH2:10][N:11]2[C:14]([O:16]C2C=CC=CC=2)=O)=[CH:6][CH:5]=1.[NH2:25][C:26]1[N:31]=[CH:30][C:29]([C:32]#[N:33])=[CH:28][N:27]=1.[Li+].C[Si]([N-][Si](C)(C)C)(C)C. Product: [C:32]([C:29]1[CH:28]=[N:27][C:26]([NH:25][C:14]([N:11]2[C:12]3[C:7](=[CH:6][CH:5]=[C:4]([CH:3]([O:2][CH3:1])[O:23][CH3:24])[N:13]=3)[CH2:8][CH2:9][CH2:10]2)=[O:16])=[N:31][CH:30]=1)#[N:33]. The catalyst class is: 1.